This data is from Catalyst prediction with 721,799 reactions and 888 catalyst types from USPTO. The task is: Predict which catalyst facilitates the given reaction. (1) Reactant: BrC1C=CC(C(Cl)=O)=CC=1.[CH3:11][O:12][C:13]1[CH:14]=[C:15]2[C:20](=[CH:21][C:22]=1[O:23][CH3:24])[N:19]=[CH:18][N:17]=[C:16]2[O:25][C:26]1[CH:32]=[CH:31][C:29]([NH2:30])=[CH:28][CH:27]=1.[Br:33][C:34]1[CH:39]=[CH:38][C:37]([C:40]([N:42]=[C:43]=[S:44])=[O:41])=[CH:36][CH:35]=1. Product: [Br:33][C:34]1[CH:35]=[CH:36][C:37]([C:40]([N:42]=[C:43]=[S:44])=[O:41])=[CH:38][CH:39]=1.[Br:33][C:34]1[CH:39]=[CH:38][C:37]([C:40]([NH:42][C:43]([NH:30][C:29]2[CH:31]=[CH:32][C:26]([O:25][C:16]3[C:15]4[C:20](=[CH:21][C:22]([O:23][CH3:24])=[C:13]([O:12][CH3:11])[CH:14]=4)[N:19]=[CH:18][N:17]=3)=[CH:27][CH:28]=2)=[S:44])=[O:41])=[CH:36][CH:35]=1. The catalyst class is: 234. (2) Reactant: [Cl:1][C:2]1[CH:42]=[CH:41][C:5]([O:6][CH2:7][C:8]2[N:12]([CH2:13][CH2:14][CH2:15][CH:16]3[CH2:21][CH2:20][CH2:19][N:18]([C:22]([O:24][C:25]([CH3:28])([CH3:27])[CH3:26])=[O:23])[CH2:17]3)[C:11]3[CH:29]=[CH:30][CH:31]=[C:32]([O:33]CC4C=CC=CC=4)[C:10]=3[N:9]=2)=[CH:4][CH:3]=1. Product: [Cl:1][C:2]1[CH:3]=[CH:4][C:5]([O:6][CH2:7][C:8]2[N:12]([CH2:13][CH2:14][CH2:15][CH:16]3[CH2:21][CH2:20][CH2:19][N:18]([C:22]([O:24][C:25]([CH3:28])([CH3:27])[CH3:26])=[O:23])[CH2:17]3)[C:11]3[CH:29]=[CH:30][CH:31]=[C:32]([OH:33])[C:10]=3[N:9]=2)=[CH:41][CH:42]=1. The catalyst class is: 78. (3) Reactant: C([O:3][C:4](=[O:25])[CH2:5][O:6][CH2:7][C@H:8]([NH:16][CH2:17][C:18]([O:20][C:21]([CH3:24])([CH3:23])[CH3:22])=[O:19])[CH2:9][C:10]1[CH:15]=[CH:14][CH:13]=[CH:12][CH:11]=1)C.[OH-].[Li+].C(OCC)(=O)C. Product: [C:21]([O:20][C:18]([CH2:17][NH:16][C@H:8]([CH2:9][C:10]1[CH:15]=[CH:14][CH:13]=[CH:12][CH:11]=1)[CH2:7][O:6][CH2:5][C:4]([OH:25])=[O:3])=[O:19])([CH3:24])([CH3:22])[CH3:23]. The catalyst class is: 38. (4) Reactant: [CH:1]1([C:4]2[N:9]=[C:8]([C:10]#[N:11])[CH:7]=[CH:6][N:5]=2)[CH2:3][CH2:2]1.[O-:12][CH2:13][CH3:14].[Na+]. Product: [CH:1]1([C:4]2[N:9]=[C:8]([C:10](=[NH:11])[O:12][CH2:13][CH3:14])[CH:7]=[CH:6][N:5]=2)[CH2:3][CH2:2]1. The catalyst class is: 8. (5) Product: [O:1]=[C:6]([NH:55][C:56]1[CH:61]=[CH:60][CH:59]=[CH:58][N:57]=1)[C:7]([C@@H:9]([NH:14][C:15](=[O:35])[O:16][C@H:17]([CH2:22][C:23]1[O:24][C:25]([C:28]2[CH:29]=[CH:30][C:31]([F:34])=[CH:32][CH:33]=2)=[N:26][N:27]=1)[C:18]([CH3:19])([CH3:20])[CH3:21])[CH2:10][CH2:11][CH2:12][CH3:13])=[O:8]. Reactant: [O:1]=[O+][O-].C([C:6](=P(C1C=CC=CC=1)(C1C=CC=CC=1)C1C=CC=CC=1)[C:7]([C@@H:9]([NH:14][C:15](=[O:35])[O:16][C@H:17]([CH2:22][C:23]1[O:24][C:25]([C:28]2[CH:33]=[CH:32][C:31]([F:34])=[CH:30][CH:29]=2)=[N:26][N:27]=1)[C:18]([CH3:21])([CH3:20])[CH3:19])[CH2:10][CH2:11][CH2:12][CH3:13])=[O:8])#N.[NH2:55][C:56]1[CH:61]=[CH:60][CH:59]=[CH:58][N:57]=1. The catalyst class is: 4.